From a dataset of NCI-60 drug combinations with 297,098 pairs across 59 cell lines. Regression. Given two drug SMILES strings and cell line genomic features, predict the synergy score measuring deviation from expected non-interaction effect. (1) Drug 1: CC1=C(C(CCC1)(C)C)C=CC(=CC=CC(=CC(=O)O)C)C. Drug 2: CN(CCCl)CCCl.Cl. Cell line: HS 578T. Synergy scores: CSS=11.8, Synergy_ZIP=-4.61, Synergy_Bliss=-1.46, Synergy_Loewe=0.587, Synergy_HSA=0.778. (2) Drug 1: C1=CN(C(=O)N=C1N)C2C(C(C(O2)CO)O)O.Cl. Cell line: CCRF-CEM. Synergy scores: CSS=71.8, Synergy_ZIP=1.54, Synergy_Bliss=1.26, Synergy_Loewe=1.91, Synergy_HSA=2.67. Drug 2: CN1C(=O)N2C=NC(=C2N=N1)C(=O)N. (3) Drug 1: CC1=CC=C(C=C1)C2=CC(=NN2C3=CC=C(C=C3)S(=O)(=O)N)C(F)(F)F. Drug 2: CC1C(C(CC(O1)OC2CC(CC3=C2C(=C4C(=C3O)C(=O)C5=CC=CC=C5C4=O)O)(C(=O)C)O)N)O. Cell line: SK-MEL-2. Synergy scores: CSS=30.7, Synergy_ZIP=-1.77, Synergy_Bliss=4.90, Synergy_Loewe=-45.6, Synergy_HSA=1.32. (4) Drug 1: C1C(C(OC1N2C=NC3=C(N=C(N=C32)Cl)N)CO)O. Drug 2: CS(=O)(=O)CCNCC1=CC=C(O1)C2=CC3=C(C=C2)N=CN=C3NC4=CC(=C(C=C4)OCC5=CC(=CC=C5)F)Cl. Cell line: CCRF-CEM. Synergy scores: CSS=61.4, Synergy_ZIP=1.59, Synergy_Bliss=2.25, Synergy_Loewe=-24.6, Synergy_HSA=2.01. (5) Drug 1: CC(CN1CC(=O)NC(=O)C1)N2CC(=O)NC(=O)C2. Drug 2: CN1C(=O)N2C=NC(=C2N=N1)C(=O)N. Cell line: HCT-15. Synergy scores: CSS=38.6, Synergy_ZIP=1.64, Synergy_Bliss=3.25, Synergy_Loewe=-3.53, Synergy_HSA=2.07. (6) Drug 1: CC1=CC=C(C=C1)C2=CC(=NN2C3=CC=C(C=C3)S(=O)(=O)N)C(F)(F)F. Drug 2: C1CN(P(=O)(OC1)NCCCl)CCCl. Cell line: RXF 393. Synergy scores: CSS=0.200, Synergy_ZIP=-1.74, Synergy_Bliss=-4.53, Synergy_Loewe=-3.69, Synergy_HSA=-3.78. (7) Drug 1: CC1CCC2CC(C(=CC=CC=CC(CC(C(=O)C(C(C(=CC(C(=O)CC(OC(=O)C3CCCCN3C(=O)C(=O)C1(O2)O)C(C)CC4CCC(C(C4)OC)O)C)C)O)OC)C)C)C)OC. Drug 2: CC1=C2C(C(=O)C3(C(CC4C(C3C(C(C2(C)C)(CC1OC(=O)C(C(C5=CC=CC=C5)NC(=O)OC(C)(C)C)O)O)OC(=O)C6=CC=CC=C6)(CO4)OC(=O)C)O)C)O. Cell line: UO-31. Synergy scores: CSS=11.3, Synergy_ZIP=-3.34, Synergy_Bliss=-3.58, Synergy_Loewe=-6.70, Synergy_HSA=-2.32. (8) Drug 1: C1=CC(=CC=C1CCCC(=O)O)N(CCCl)CCCl. Drug 2: C#CCC(CC1=CN=C2C(=N1)C(=NC(=N2)N)N)C3=CC=C(C=C3)C(=O)NC(CCC(=O)O)C(=O)O. Cell line: ACHN. Synergy scores: CSS=49.1, Synergy_ZIP=-1.86, Synergy_Bliss=-4.03, Synergy_Loewe=-4.50, Synergy_HSA=-4.40. (9) Drug 1: CC1=C(C=C(C=C1)NC2=NC=CC(=N2)N(C)C3=CC4=NN(C(=C4C=C3)C)C)S(=O)(=O)N.Cl. Drug 2: C1C(C(OC1N2C=NC(=NC2=O)N)CO)O. Cell line: HOP-62. Synergy scores: CSS=12.3, Synergy_ZIP=-5.91, Synergy_Bliss=-2.47, Synergy_Loewe=-15.6, Synergy_HSA=-4.03.